This data is from Forward reaction prediction with 1.9M reactions from USPTO patents (1976-2016). The task is: Predict the product of the given reaction. (1) Given the reactants [CH2:1]([C:3]([F:33])([CH2:31][CH3:32])[CH2:4][N:5]1[CH2:10][CH2:9][CH:8]([CH2:11][O:12][C:13]2[CH:18]=[CH:17][C:16]([C:19]3[CH:24]=[CH:23][C:22]([C:25]([O:27]CC)=[O:26])=[C:21]([F:30])[CH:20]=3)=[CH:15][CH:14]=2)[CH2:7][CH2:6]1)[CH3:2].O[Li].O, predict the reaction product. The product is: [CH2:1]([C:3]([F:33])([CH2:31][CH3:32])[CH2:4][N:5]1[CH2:10][CH2:9][CH:8]([CH2:11][O:12][C:13]2[CH:18]=[CH:17][C:16]([C:19]3[CH:24]=[CH:23][C:22]([C:25]([OH:27])=[O:26])=[C:21]([F:30])[CH:20]=3)=[CH:15][CH:14]=2)[CH2:7][CH2:6]1)[CH3:2]. (2) Given the reactants FC(F)(F)C(O)=O.[C:8]([O:12][C:13](=[O:55])[CH:14]([NH:21][S:22]([C:25]1[CH:26]=[C:27]([CH:52]=[CH:53][CH:54]=1)[C:28]([O:30][C@H:31]([C:42]1[CH:47]=[CH:46][C:45]([O:48][CH3:49])=[C:44]([O:50][CH3:51])[CH:43]=1)[CH2:32][C:33]1[C:38]([Cl:39])=[CH:37][N+:36]([O-:40])=[CH:35][C:34]=1[Cl:41])=[O:29])(=[O:24])=[O:23])[C:15]1[CH:20]=[CH:19][CH:18]=[CH:17][CH:16]=1)([CH3:11])(C)[CH3:9].Cl[C:57]1[CH:58]=[N+:59]([O-])[CH:60]=[C:61](Cl)C=1C[C@@H](C1C=CC(OC)=C(OC)C=1)OC(C1C=C(S(NC(C2C=CC=CC=2)C(O)=O)(=O)=O)C=CC=1)=O.C1(N=C=NC2CCCCC2)CCCCC1.O.ON1C2C=CC=CC=2N=N1.N12CCC(CC1)[C@@H](O)C2, predict the reaction product. The product is: [O:55]=[C:13]([O:12][C@@H:8]1[CH:9]2[CH2:61][CH2:60][N:59]([CH2:58][CH2:57]2)[CH2:11]1)[CH:14]([NH:21][S:22]([C:25]1[CH:26]=[C:27]([CH:52]=[CH:53][CH:54]=1)[C:28]([O:30][C@H:31]([C:42]1[CH:47]=[CH:46][C:45]([O:48][CH3:49])=[C:44]([O:50][CH3:51])[CH:43]=1)[CH2:32][C:33]1[C:34]([Cl:41])=[CH:35][N+:36]([O-:40])=[CH:37][C:38]=1[Cl:39])=[O:29])(=[O:24])=[O:23])[C:15]1[CH:16]=[CH:17][CH:18]=[CH:19][CH:20]=1. (3) The product is: [CH3:9][C:4]1([CH3:5])[CH2:41][C:40](=[O:39])[CH2:6][CH2:7][C:2]([CH3:32])([CH3:1])[P:3]1[C:11]1[CH:16]=[CH:15][CH:14]=[CH:13][C:12]=1[C:17]1[C:18]([CH:29]([CH3:31])[CH3:30])=[CH:19][C:20]([CH:26]([CH3:28])[CH3:27])=[CH:21][C:22]=1[CH:23]([CH3:25])[CH3:24]. Given the reactants [CH3:1][C:2]1([CH3:32])[CH2:7][C:6](=O)[CH2:5][C:4](C)([CH3:9])[P:3]1[C:11]1[CH:16]=[CH:15][CH:14]=[CH:13][C:12]=1[C:17]1[C:22]([CH:23]([CH3:25])[CH3:24])=[CH:21][C:20]([CH:26]([CH3:28])[CH3:27])=[CH:19][C:18]=1[CH:29]([CH3:31])[CH3:30].B(F)(F)F.CC[O:39][CH2:40][CH3:41].P.C[Si](C=[N+]=[N-])(C)C, predict the reaction product. (4) Given the reactants [Br-:1].COC1C=CC(C(O)C2C=CC(OC)=CC=2)=CC=1.[C:20]1([CH3:30])[CH:25]=[CH:24][C:23](S(O)(=O)=O)=[CH:22][CH:21]=1.C[N:32]1[CH2:36]CCC1=O, predict the reaction product. The product is: [Br:1][C:30]1[C:20]2[C:25](=[CH:24][CH:23]=[CH:22][CH:21]=2)[NH:32][CH:36]=1. (5) Given the reactants [C:1]([O:5][C:6](=[O:23])[NH:7][C:8]1[CH:13]=[CH:12][C:11]([Cl:14])=[CH:10][C:9]=1[O:15][CH2:16][C:17]1[CH:22]=[CH:21][CH:20]=[CH:19][CH:18]=1)([CH3:4])([CH3:3])[CH3:2].[H-].[Na+].Br[CH2:27][C:28]([O:30][CH3:31])=[O:29], predict the reaction product. The product is: [CH3:31][O:30][C:28](=[O:29])[CH2:27][N:7]([C:8]1[CH:13]=[CH:12][C:11]([Cl:14])=[CH:10][C:9]=1[O:15][CH2:16][C:17]1[CH:22]=[CH:21][CH:20]=[CH:19][CH:18]=1)[C:6]([O:5][C:1]([CH3:4])([CH3:2])[CH3:3])=[O:23].